From a dataset of Full USPTO retrosynthesis dataset with 1.9M reactions from patents (1976-2016). Predict the reactants needed to synthesize the given product. (1) Given the product [N+:1]([C:4]1[CH:5]=[C:6]2[C:10](=[CH:11][CH:12]=1)[N:9]([CH2:23][C:22]1[CH:25]=[CH:26][CH:27]=[C:20]([F:19])[CH:21]=1)[N:8]=[CH:7]2)([O-:3])=[O:2], predict the reactants needed to synthesize it. The reactants are: [N+:1]([C:4]1[CH:5]=[C:6]2[C:10](=[CH:11][CH:12]=1)[NH:9][N:8]=[CH:7]2)([O-:3])=[O:2].C(=O)([O-])[O-].[Cs+].[Cs+].[F:19][C:20]1[CH:21]=[C:22]([CH:25]=[CH:26][CH:27]=1)[CH2:23]Br.[N+](C1C2C(=CC=CC=2)NN=1)([O-])=O. (2) Given the product [Br:12][CH2:1][CH2:2][O:3][CH2:4][CH2:5][O:6][CH2:7][CH2:8][OH:9], predict the reactants needed to synthesize it. The reactants are: [CH2:1](O)[CH2:2][O:3][CH2:4][CH2:5][O:6][CH2:7][CH2:8][OH:9].C(Br)(Br)(Br)[Br:12].C1(P(C2C=CC=CC=2)C2C=CC=CC=2)C=CC=CC=1. (3) Given the product [Cl:24][C:25]1[N:26]=[C:27]([S:32][CH3:33])[N:28]=[C:29]([N:8]2[C@H:3]([C:2]([F:12])([F:1])[F:13])[CH2:4][CH2:5][C@H:6]([C:9]([OH:11])=[O:10])[CH2:7]2)[CH:30]=1, predict the reactants needed to synthesize it. The reactants are: [F:1][C:2]([F:13])([F:12])[C@H:3]1[NH:8][CH2:7][C@@H:6]([C:9]([OH:11])=[O:10])[CH2:5][CH2:4]1.[Li+].C[Si]([N-][Si](C)(C)C)(C)C.[Cl:24][C:25]1[CH:30]=[C:29](Cl)[N:28]=[C:27]([S:32][CH3:33])[N:26]=1. (4) Given the product [C:16]1([C:2]2[CH:14]=[CH:13][C:12]3[C:11]4[C:6](=[CH:7][C:8]([C:2]5[CH:14]=[CH:13][CH:12]=[CH:4][CH:3]=5)=[CH:9][CH:10]=4)[CH2:5][C:4]=3[CH:3]=2)[CH:21]=[CH:20][CH:19]=[CH:18][CH:17]=1, predict the reactants needed to synthesize it. The reactants are: Br[C:2]1[CH:14]=[CH:13][C:12]2[C:11]3[C:6](=[CH:7][C:8](Br)=[CH:9][CH:10]=3)[CH2:5][C:4]=2[CH:3]=1.[C:16]1(B(O)O)[CH:21]=[CH:20][CH:19]=[CH:18][CH:17]=1.[OH-].[Ba+2].[OH-].[Cl-].[Na+]. (5) Given the product [OH:29][CH:27]([C:4]1([C:3]([O:2][CH3:1])=[O:16])[CH2:8][CH2:7][CH2:6][N:5]1[C:9]([O:11][C:12]([CH3:13])([CH3:15])[CH3:14])=[O:10])[CH3:28], predict the reactants needed to synthesize it. The reactants are: [CH3:1][O:2][C:3](=[O:16])[C@@H:4]1[CH2:8][CH2:7][CH2:6][N:5]1[C:9]([O:11][C:12]([CH3:15])([CH3:14])[CH3:13])=[O:10].[Li+].C[Si]([N-][Si](C)(C)C)(C)C.[CH:27](=[O:29])[CH3:28]. (6) Given the product [Cl:35][C:17]1[CH:16]=[C:15]([C:12]2[CH:13]=[CH:14][C:9]([O:8][C:5]([CH3:7])([CH3:6])[C:4]([OH:36])=[O:3])=[CH:10][CH:11]=2)[CH:20]=[C:19]([Cl:21])[C:18]=1[CH2:22][CH:23]1[CH2:27][CH2:26][N:25]([CH:28]2[CH2:29][CH2:30][CH2:31][CH2:32][CH2:33]2)[C:24]1=[O:34], predict the reactants needed to synthesize it. The reactants are: C([O:3][C:4](=[O:36])[C:5]([O:8][C:9]1[CH:14]=[CH:13][C:12]([C:15]2[CH:20]=[C:19]([Cl:21])[C:18]([CH2:22][CH:23]3[CH2:27][CH2:26][N:25]([CH:28]4[CH2:33][CH2:32][CH2:31][CH2:30][CH2:29]4)[C:24]3=[O:34])=[C:17]([Cl:35])[CH:16]=2)=[CH:11][CH:10]=1)([CH3:7])[CH3:6])C.[OH-].[Na+]. (7) Given the product [CH2:11]([N:6]1[C:5]([C:13]2[CH:14]=[N:15][C:16]([CH3:19])=[N:17][CH:18]=2)=[N:4][C:3]2[C:7]1=[N:8][CH:9]=[N:10][C:2]=2[NH:20][C@H:21]1[CH2:25][CH2:24][N:23]([C:26]([O:28][C:29]([CH3:32])([CH3:31])[CH3:30])=[O:27])[CH2:22]1)[CH3:12], predict the reactants needed to synthesize it. The reactants are: Cl[C:2]1[N:10]=[CH:9][N:8]=[C:7]2[C:3]=1[N:4]=[C:5]([C:13]1[CH:14]=[N:15][C:16]([CH3:19])=[N:17][CH:18]=1)[N:6]2[CH2:11][CH3:12].[NH2:20][C@H:21]1[CH2:25][CH2:24][N:23]([C:26]([O:28][C:29]([CH3:32])([CH3:31])[CH3:30])=[O:27])[CH2:22]1.CCN(C(C)C)C(C)C. (8) Given the product [F:33][C:31]1[CH:30]=[C:29]([F:34])[CH:28]=[C:27]2[C:32]=1[C:23]([NH:15][C:14]1[CH:13]=[C:12]([N:16]3[CH2:21][CH2:20][O:19][CH2:18][CH2:17]3)[N:11]=[CH:10][C:9]=1[C:7]1[CH:6]=[CH:5][N:4]=[C:3]([O:2][CH3:1])[CH:8]=1)=[C:24]([CH3:41])[C:25]([C:35]1[CH:40]=[CH:39][CH:38]=[CH:37][N:36]=1)=[N:26]2, predict the reactants needed to synthesize it. The reactants are: [CH3:1][O:2][C:3]1[CH:8]=[C:7]([C:9]2[CH:10]=[N:11][C:12]([N:16]3[CH2:21][CH2:20][O:19][CH2:18][CH2:17]3)=[CH:13][C:14]=2[NH2:15])[CH:6]=[CH:5][N:4]=1.Cl[C:23]1[C:32]2[C:27](=[CH:28][C:29]([F:34])=[CH:30][C:31]=2[F:33])[N:26]=[C:25]([C:35]2[CH:40]=[CH:39][CH:38]=[CH:37][N:36]=2)[C:24]=1[CH3:41].C1(P(C2CCCCC2)C2C=CC=CC=2C2C(C(C)C)=CC(C(C)C)=CC=2C(C)C)CCCCC1.CC(C)([O-])C.[Na+]. (9) Given the product [CH:17]1([C:20]2[CH:32]=[C:23]3[C:24]([CH:30]([OH:31])[CH2:15][C:14]4[C:13]([Cl:16])=[CH:12][N:11]=[CH:10][C:9]=4[Cl:8])=[CH:25][CH:26]=[C:27]([O:28][CH3:29])[N:22]3[N:21]=2)[CH2:18][CH2:19]1, predict the reactants needed to synthesize it. The reactants are: C(NC(C)C)(C)C.[Cl:8][C:9]1[CH:10]=[N:11][CH:12]=[C:13]([Cl:16])[C:14]=1[CH3:15].[CH:17]1([C:20]2[CH:32]=[C:23]3[C:24]([CH:30]=[O:31])=[CH:25][CH:26]=[C:27]([O:28][CH3:29])[N:22]3[N:21]=2)[CH2:19][CH2:18]1.[Cl-].[NH4+]. (10) Given the product [CH3:13][C:14]1[CH:15]=[C:16]([C:2]2[C:11]([CH3:12])=[N:10][C:9]3[C:4](=[CH:5][CH:6]=[CH:7][CH:8]=3)[N:3]=2)[CH:17]=[C:18]([CH3:20])[CH:19]=1, predict the reactants needed to synthesize it. The reactants are: Cl[C:2]1[C:11]([CH3:12])=[N:10][C:9]2[C:4](=[CH:5][CH:6]=[CH:7][CH:8]=2)[N:3]=1.[CH3:13][C:14]1[CH:15]=[C:16](B(O)O)[CH:17]=[C:18]([CH3:20])[CH:19]=1.C(=O)([O-])[O-].[Na+].[Na+].